This data is from Forward reaction prediction with 1.9M reactions from USPTO patents (1976-2016). The task is: Predict the product of the given reaction. Given the reactants [C:1]([O:4][CH2:5][CH2:6][O:7][C:8]1[CH:38]=[CH:37][C:11]([C:12]([N:14]2[C:20]3[CH:21]=[CH:22][CH:23]=[CH:24][C:19]=3[CH2:18][N:17]([CH2:25][C:26]([O:28]CC3C=CC=CC=3)=[O:27])[C:16](=[O:36])[CH2:15]2)=[O:13])=[C:10]([Cl:39])[CH:9]=1)(=[O:3])[CH3:2], predict the reaction product. The product is: [C:1]([O:4][CH2:5][CH2:6][O:7][C:8]1[CH:38]=[CH:37][C:11]([C:12]([N:14]2[C:20]3[CH:21]=[CH:22][CH:23]=[CH:24][C:19]=3[CH2:18][N:17]([CH2:25][C:26]([OH:28])=[O:27])[C:16](=[O:36])[CH2:15]2)=[O:13])=[C:10]([Cl:39])[CH:9]=1)(=[O:3])[CH3:2].